Dataset: Forward reaction prediction with 1.9M reactions from USPTO patents (1976-2016). Task: Predict the product of the given reaction. (1) Given the reactants [NH2:1][C@@H:2]1[CH2:7][CH2:6][CH2:5][CH2:4][C@H:3]1[NH2:8].[CH:9](=O)[C:10]1[CH:15]=[CH:14][CH:13]=[CH:12][CH:11]=1.[BH4-].[Na+], predict the reaction product. The product is: [CH2:9]([N:1]([CH2:9][C:10]1[CH:15]=[CH:14][CH:13]=[CH:12][CH:11]=1)[C@@H:2]1[CH2:7][CH2:6][CH2:5][CH2:4][C@H:3]1[NH2:8])[C:10]1[CH:15]=[CH:14][CH:13]=[CH:12][CH:11]=1. (2) The product is: [Cl:18][C:15]1[CH:16]=[CH:17][C:12]([S:9]([N:8]([C:7]2[C:2]([CH:34]=[O:35])=[N:3][CH:4]=[C:5]([CH3:26])[CH:6]=2)[CH2:23][O:24][CH3:25])(=[O:11])=[O:10])=[CH:13][C:14]=1[C:19]([F:22])([F:21])[F:20]. Given the reactants Br[C:2]1[C:7]([N:8]([CH2:23][O:24][CH3:25])[S:9]([C:12]2[CH:17]=[CH:16][C:15]([Cl:18])=[C:14]([C:19]([F:22])([F:21])[F:20])[CH:13]=2)(=[O:11])=[O:10])=[CH:6][C:5]([CH3:26])=[CH:4][N:3]=1.C([Mg]Cl)(C)C.CN(C)[CH:34]=[O:35], predict the reaction product. (3) Given the reactants [Br:1][C:2]1[CH:3]=[C:4]2[C:8](=[CH:9][CH:10]=1)[NH:7][CH:6]=[CH:5]2.C([O-])([O-])=O.[K+].[K+].N1CCC[C@H]1C(O)=O.C(O)(=O)C.Br[C:30]1[N:35]=[CH:34][CH:33]=[CH:32][N:31]=1, predict the reaction product. The product is: [Br:1][C:2]1[CH:3]=[C:4]2[C:8](=[CH:9][CH:10]=1)[N:7]([C:30]1[N:35]=[CH:34][CH:33]=[CH:32][N:31]=1)[CH:6]=[CH:5]2. (4) Given the reactants [CH2:1]([C:3]([C:25]1[CH:30]=[CH:29][C:28]([OH:31])=[C:27]([CH3:32])[CH:26]=1)([C:6]1[CH:11]=[CH:10][C:9](/[CH:12]=[CH:13]/[C:14]([CH2:22][CH3:23])([OH:21])[CH2:15][CH2:16][CH2:17][CH2:18][CH2:19][CH3:20])=[C:8]([CH3:24])[CH:7]=1)[CH2:4][CH3:5])[CH3:2].C([O-])([O-])=O.[K+].[K+].C1(C)C=CC(S([CH2:48][C@H:49]2[O:53][C:52](=[O:54])[CH2:51][CH2:50]2)(=O)=O)=CC=1, predict the reaction product. The product is: [CH2:1]([C:3]([C:25]1[CH:30]=[CH:29][C:28]([O:31][CH2:48][C@H:49]2[O:53][C:52](=[O:54])[CH2:51][CH2:50]2)=[C:27]([CH3:32])[CH:26]=1)([C:6]1[CH:11]=[CH:10][C:9](/[CH:12]=[CH:13]/[C:14]([CH2:22][CH3:23])([OH:21])[CH2:15][CH2:16][CH2:17][CH2:18][CH2:19][CH3:20])=[C:8]([CH3:24])[CH:7]=1)[CH2:4][CH3:5])[CH3:2]. (5) Given the reactants [Cl:1][C:2]1[C:10]([F:11])=[CH:9][C:5]([C:6]([OH:8])=[O:7])=[C:4]([NH:12][C:13]2[CH:18]=[CH:17][C:16]([Si:19]([CH3:22])([CH3:21])[CH3:20])=[CH:15][C:14]=2[F:23])[N:3]=1.[C:24](Cl)(=O)C(Cl)=O, predict the reaction product. The product is: [CH3:24][O:7][C:6](=[O:8])[C:5]1[CH:9]=[C:10]([F:11])[C:2]([Cl:1])=[N:3][C:4]=1[NH:12][C:13]1[CH:18]=[CH:17][C:16]([Si:19]([CH3:20])([CH3:22])[CH3:21])=[CH:15][C:14]=1[F:23]. (6) Given the reactants [OH:1][C:2]1[CH:7]=[CH:6][C:5]([CH2:8][CH2:9][C:10]([O:12][CH2:13][CH3:14])=[O:11])=[CH:4][C:3]=1[O:15][CH3:16].[CH2:17](I)[CH3:18].C(=O)([O-])[O-].[K+].[K+].CN(C=O)C, predict the reaction product. The product is: [CH2:17]([O:1][C:2]1[CH:7]=[CH:6][C:5]([CH2:8][CH2:9][C:10]([O:12][CH2:13][CH3:14])=[O:11])=[CH:4][C:3]=1[O:15][CH3:16])[CH3:18]. (7) The product is: [NH:7]1[C:15]2[C:10](=[CH:11][CH:12]=[CH:13][CH:14]=2)[C:9]([C:17](=[O:23])[C:18]([O:20][CH2:21][CH3:22])=[O:19])=[CH:8]1. Given the reactants N1C=CC=CC=1.[NH:7]1[C:15]2[C:10](=[CH:11][CH:12]=[CH:13][CH:14]=2)[CH:9]=[CH:8]1.Cl[C:17](=[O:23])[C:18]([O:20][CH2:21][CH3:22])=[O:19], predict the reaction product. (8) Given the reactants [F:1][C:2]1[CH:3]=[C:4]([CH:45]=[C:46]([F:48])[CH:47]=1)[CH2:5][N:6]1[C:10](C)=[C:9]([C:12]2[C:20]3[C:15](=[N:16][CH:17]=[C:18]([C:21]4[CH:22]=[CH:23][C:24]([O:32][CH3:33])=[C:25]([NH:27][S:28]([CH3:31])(=[O:30])=[O:29])[CH:26]=4)[CH:19]=3)[N:14](S(C3C=CC(C)=CC=3)(=O)=O)[CH:13]=2)[C:8](C)=[N:7]1.[OH-].[Li+], predict the reaction product. The product is: [F:48][C:46]1[CH:45]=[C:4]([CH:3]=[C:2]([F:1])[CH:47]=1)[CH2:5][N:6]1[CH:10]=[C:9]([C:12]2[C:20]3[C:15](=[N:16][CH:17]=[C:18]([C:21]4[CH:22]=[CH:23][C:24]([O:32][CH3:33])=[C:25]([NH:27][S:28]([CH3:31])(=[O:29])=[O:30])[CH:26]=4)[CH:19]=3)[NH:14][CH:13]=2)[CH:8]=[N:7]1. (9) Given the reactants O.C1(C)C=CC(S(O)(=O)=O)=CC=1.[C:13]([O:17][C:18]([C@@:20]1([NH:30]C(OC(C)(C)C)=O)[C@@H:22]([C:23]2[CH:28]=[CH:27][CH:26]=[CH:25][CH:24]=2)[C@H:21]1[CH3:29])=[O:19])([CH3:16])([CH3:15])[CH3:14].[OH-].[Na+], predict the reaction product. The product is: [C:13]([O:17][C:18]([C@@:20]1([NH2:30])[C@@H:22]([C:23]2[CH:24]=[CH:25][CH:26]=[CH:27][CH:28]=2)[C@H:21]1[CH3:29])=[O:19])([CH3:16])([CH3:14])[CH3:15]. (10) Given the reactants [CH3:1][C:2]1[C:6]2[NH:7][C:8](=O)[N:9]([CH3:12])[C:10](=[O:11])[C:5]=2[N:4]([C:14]2[C:19]([Cl:20])=[CH:18][C:17]([Cl:21])=[CH:16][C:15]=2[Cl:22])[N:3]=1.P(Cl)(Cl)([Cl:25])=O.C(N(CC)C(C)C)(C)C, predict the reaction product. The product is: [Cl:25][C:8]1[N:9]([CH3:12])[C:10](=[O:11])[C:5]2[N:4]([C:14]3[C:19]([Cl:20])=[CH:18][C:17]([Cl:21])=[CH:16][C:15]=3[Cl:22])[N:3]=[C:2]([CH3:1])[C:6]=2[N:7]=1.